From a dataset of Reaction yield outcomes from USPTO patents with 853,638 reactions. Predict the reaction yield, written as a fraction of the theoretical maximum amount of product (1.0 means a 100% yield; for example, 0.34 means a 34% yield). (1) The reactants are [C:1]([SiH2:5][O:6][C:7]([C:21]1[CH:26]=[CH:25][CH:24]=[CH:23][CH:22]=1)([C:15]1[CH:20]=[CH:19][CH:18]=[CH:17][CH:16]=1)[C:8]1[CH:13]=[CH:12][N:11]=[C:10](Cl)[CH:9]=1)([CH3:4])([CH3:3])[CH3:2].[C:27]1(P(C2C=CC=CC=2)C2C=CC=CC=2)[CH:32]=CC=C[CH:28]=1.C(NCC)C.C#CC.C([O-])(O)=O.[Na+]. The catalyst is [Cl-].[Cl-].C1(P(C2C=CC=CC=2)C2C=CC=CC=2)C=CC=CC=1.C1(P(C2C=CC=CC=2)C2C=CC=CC=2)C=CC=CC=1.[Pd+2].[Cu]I.CN(C)C=O. The product is [C:1]([SiH2:5][O:6][C:7]([C:21]1[CH:26]=[CH:25][CH:24]=[CH:23][CH:22]=1)([C:15]1[CH:20]=[CH:19][CH:18]=[CH:17][CH:16]=1)[C:8]1[CH:13]=[CH:12][N:11]=[C:10]([C:28]#[C:27][CH3:32])[CH:9]=1)([CH3:4])([CH3:3])[CH3:2]. The yield is 0.630. (2) The reactants are C(O)(C(F)(F)F)=O.[CH2:8]([O:15][NH:16][C@H:17]1[CH2:22][N:21](C(OC(C)(C)C)=O)[C@H:20]([C:30]([O:32][CH2:33][CH3:34])=[O:31])[CH2:19][CH2:18]1)[C:9]1[CH:14]=[CH:13][CH:12]=[CH:11][CH:10]=1. The catalyst is C(Cl)Cl. The product is [CH2:8]([O:15][NH:16][C@H:17]1[CH2:22][NH:21][C@H:20]([C:30]([O:32][CH2:33][CH3:34])=[O:31])[CH2:19][CH2:18]1)[C:9]1[CH:10]=[CH:11][CH:12]=[CH:13][CH:14]=1. The yield is 0.950. (3) The reactants are [F:1][C:2]([F:11])([F:10])[C:3]1[CH:8]=[CH:7][N:6]=[C:5]([NH2:9])[N:4]=1.[Br:12]N1C(=O)CCC1=O.C(Cl)Cl.[OH-].[Na+]. The catalyst is C(Cl)(Cl)Cl. The product is [Br:12][C:8]1[C:3]([C:2]([F:1])([F:10])[F:11])=[N:4][C:5]([NH2:9])=[N:6][CH:7]=1. The yield is 0.750. (4) The reactants are Cl[CH2:2][C:3]1[N:12]([C:13]2[CH:18]=[CH:17][CH:16]=[CH:15][CH:14]=2)[C:11](=[O:19])[C:10]2[C:5](=[CH:6][CH:7]=[C:8]([C:20]#[N:21])[CH:9]=2)[N:4]=1.C([O-])([O-])=O.[K+].[K+].CN[CH:30]([NH:32][CH3:33])[CH3:31].[CH3:34][N:35](C=O)C. No catalyst specified. The product is [C:20]([C:8]1[CH:7]=[CH:6][C:5](/[N:4]=[C:3]2/[N:35]([CH3:34])[CH2:31][CH2:30][N:32]([CH3:33])[CH2:2]/2)=[C:10]([CH:9]=1)[C:11]([NH:12][C:13]1[CH:14]=[CH:15][CH:16]=[CH:17][CH:18]=1)=[O:19])#[N:21]. The yield is 0.200. (5) The reactants are [OH:1][C:2]1[CH:3]=[C:4]([NH:9][C:10]([NH2:12])=[S:11])[CH:5]=[CH:6][C:7]=1[CH3:8].Br[CH2:14][C:15](=O)[C:16]([O:18][CH2:19][CH3:20])=[O:17]. The catalyst is CN(C=O)C. The product is [OH:1][C:2]1[CH:3]=[C:4]([NH:9][C:10]2[S:11][CH:14]=[C:15]([C:16]([O:18][CH2:19][CH3:20])=[O:17])[N:12]=2)[CH:5]=[CH:6][C:7]=1[CH3:8]. The yield is 0.650. (6) The reactants are C([O:8][N:9]=[C:10]([C:24]#[N:25])[C:11]([N:19]1[CH:23]=[N:22][CH:21]=[N:20]1)=[N:12][O:13][CH2:14][C:15]([F:18])([F:17])[F:16])C1C=CC=CC=1.[H][H]. The catalyst is [C].[Pd].C(O)C. The product is [C:24]([C:10](=[N:9][OH:8])[C:11]([N:19]1[CH:23]=[N:22][CH:21]=[N:20]1)=[N:12][O:13][CH2:14][C:15]([F:16])([F:18])[F:17])#[N:25]. The yield is 1.00. (7) The reactants are BrC1SC(Cl)=C(Cl)C=1[C:7](=[O:10])[CH2:8][Cl:9].[Br:13][C:14]1[C:18]([Br:19])=[CH:17][S:16][CH:15]=1.ClCC(Cl)=O.CCCCCC.C(OCC)(=O)C. The catalyst is C(#N)C.O. The product is [Cl:9][CH2:8][C:7]([C:15]1[S:16][CH:17]=[C:18]([Br:19])[C:14]=1[Br:13])=[O:10]. The yield is 0.970. (8) The catalyst is O1CCOCC1.CC(N(C)C)=O. The product is [CH3:36][O:35][C:31]1[CH:32]=[C:33]([C:6]2[N:5]([C:7]3[CH:12]=[CH:11][N:10]=[C:9]([N:13]4[CH2:18][CH2:17][O:16][CH2:15][CH2:14]4)[N:8]=3)[CH:4]=[N:3][CH:2]=2)[CH:34]=[C:29]([O:28][CH3:27])[C:30]=1[OH:37]. The yield is 0.960. The reactants are Br[C:2]1[N:3]=[CH:4][N:5]([C:7]2[CH:12]=[CH:11][N:10]=[C:9]([N:13]3[CH2:18][CH2:17][O:16][CH2:15][CH2:14]3)[N:8]=2)[CH:6]=1.P([O-])([O-])([O-])=O.[K+].[K+].[K+].[CH3:27][O:28][C:29]1[CH:34]=[CH:33][CH:32]=[C:31]([O:35][CH3:36])[C:30]=1[OH:37].B(O)O. (9) The reactants are Br[C:2]1[S:3]C=CC=1.[CH2:7]([C:13]1[S:17][C:16]([C:18]2[S:19][C:20](B3OC(C)(C)C(C)(C)O3)=[CH:21][CH:22]=2)=[CH:15][CH:14]=1)[CH2:8][CH2:9][CH2:10][CH2:11][CH3:12].F[B-](F)(F)F.C([PH+]([C:46]([CH3:49])([CH3:48])C)C(C)(C)C)(C)(C)C.P([O-])([O-])([O-])=O.[K+].[K+].[K+]. The yield is 0.810. The product is [CH2:7]([C:13]1[S:17][C:16]([C:18]2[S:19][C:20]([C:2]3[S:3][CH:49]=[CH:46][CH:48]=3)=[CH:21][CH:22]=2)=[CH:15][CH:14]=1)[CH2:8][CH2:9][CH2:10][CH2:11][CH3:12]. No catalyst specified. (10) The reactants are [CH2:1]([O:8][CH2:9][CH2:10][N:11]([C:19]1[S:20][C@H:21]2[O:27][C@H:26]([CH2:28][O:29][Si](C(C)(C)C)(C)C)[C@@H:25]([O:37][CH2:38][C:39]3[CH:44]=[CH:43][C:42]([O:45][CH3:46])=[CH:41][CH:40]=3)[C@H:24]([O:47][CH2:48][C:49]3[CH:54]=[CH:53][C:52]([O:55][CH3:56])=[CH:51][CH:50]=3)[C@H:22]2[N:23]=1)[C:12](=[O:18])[O:13][C:14]([CH3:17])([CH3:16])[CH3:15])[C:2]1[CH:7]=[CH:6][CH:5]=[CH:4][CH:3]=1.CCCC[N+](CCCC)(CCCC)CCCC.[F-]. The catalyst is C1COCC1. The product is [C:14]([O:13][C:12](=[O:18])[N:11]([CH2:10][CH2:9][O:8][CH2:1][C:2]1[CH:7]=[CH:6][CH:5]=[CH:4][CH:3]=1)[C:19]1[S:20][C@H:21]2[O:27][C@H:26]([CH2:28][OH:29])[C@@H:25]([O:37][CH2:38][C:39]3[CH:40]=[CH:41][C:42]([O:45][CH3:46])=[CH:43][CH:44]=3)[C@H:24]([O:47][CH2:48][C:49]3[CH:50]=[CH:51][C:52]([O:55][CH3:56])=[CH:53][CH:54]=3)[C@H:22]2[N:23]=1)([CH3:17])([CH3:15])[CH3:16]. The yield is 0.900.